The task is: Predict the reaction yield, written as a fraction of the theoretical maximum amount of product (1.0 means a 100% yield; for example, 0.34 means a 34% yield).. This data is from Reaction yield outcomes from USPTO patents with 853,638 reactions. (1) The catalyst is [Zn+2].[Br-].[Br-].C1C=CC(P(C2C=CC=CC=2)[C-]2C=CC=C2)=CC=1.C1C=CC(P(C2C=CC=CC=2)[C-]2C=CC=C2)=CC=1.Cl[Pd]Cl.[Fe+2]. The reactants are [CH3:1][CH2:2][Mg+].[Br-].Br[C:6]1[CH:15]=[C:14](Br)[CH:13]=[CH:12][C:7]=1[C:8]([O:10][CH3:11])=[O:9].[CH2:17]1COC[CH2:18]1. The product is [CH2:17]([C:6]1[CH:15]=[C:14]([CH2:2][CH3:1])[CH:13]=[CH:12][C:7]=1[C:8]([O:10][CH3:11])=[O:9])[CH3:18]. The yield is 0.960. (2) The reactants are O.[OH-].[Li+].C[O:5][C:6]([C:8]1[CH:9]=[C:10]([C:14]2[CH:19]=[CH:18][CH:17]=[C:16]([NH:20][CH2:21][CH2:22][NH:23][CH2:24][C@@H:25]([C:27]3[CH:32]=[CH:31][CH:30]=[C:29]([Cl:33])[CH:28]=3)[OH:26])[CH:15]=2)[CH:11]=[CH:12][CH:13]=1)=[O:7].Cl. The catalyst is O.C(O)C. The product is [Cl:33][C:29]1[CH:28]=[C:27]([C@@H:25]([OH:26])[CH2:24][NH:23][CH2:22][CH2:21][NH:20][C:16]2[CH:15]=[C:14]([C:10]3[CH:11]=[CH:12][CH:13]=[C:8]([C:6]([OH:7])=[O:5])[CH:9]=3)[CH:19]=[CH:18][CH:17]=2)[CH:32]=[CH:31][CH:30]=1. The yield is 0.414.